The task is: Predict the product of the given reaction.. This data is from Forward reaction prediction with 1.9M reactions from USPTO patents (1976-2016). (1) Given the reactants [NH2:1][C:2]1[CH:7]=[CH:6][C:5]([CH:8]=[CH:9][C:10]([O:12][CH2:13][CH3:14])=[O:11])=[CH:4][CH:3]=1, predict the reaction product. The product is: [NH2:1][C:2]1[CH:3]=[CH:4][C:5]([CH2:8][CH2:9][C:10]([O:12][CH2:13][CH3:14])=[O:11])=[CH:6][CH:7]=1. (2) Given the reactants [C:1]([O:4][CH2:5][CH2:6][C:7]1[C:12]([O:13][CH3:14])=[CH:11][CH:10]=[CH:9][C:8]=1[OH:15])(=O)[CH3:2].C/[C:17](=[CH:21]\[CH3:22])/[C:18]([OH:20])=O.O=P12OP3(OP(OP(O3)(O1)=O)(=O)O2)=O.[C:37]1(C)C=CC=CC=1.[OH2:44], predict the reaction product. The product is: [C:1]([O:4][CH2:5][CH2:6][C:7]1[C:12]([O:13][CH3:14])=[CH:11][CH:10]=[C:9]2[C:8]=1[O:15][C:21]([CH3:22])([CH3:37])[CH2:17][C:18]2=[O:20])(=[O:44])[CH3:2]. (3) Given the reactants [C:1]([C:4]1[CH:12]=[CH:11][C:7]([C:8]([OH:10])=O)=[CH:6][CH:5]=1)(=[O:3])[CH3:2].Cl.CN(C)CCCN=C=NCC.C(N(CC)CC)C.ON1C2C=CC=CC=2N=N1.[F:42][C:43]1[CH:49]=[CH:48][C:46]([NH2:47])=[CH:45][CH:44]=1, predict the reaction product. The product is: [C:1]([C:4]1[CH:5]=[CH:6][C:7]([C:8]([NH:47][C:46]2[CH:48]=[CH:49][C:43]([F:42])=[CH:44][CH:45]=2)=[O:10])=[CH:11][CH:12]=1)(=[O:3])[CH3:2]. (4) Given the reactants [NH:1]1[C:5]2=[N:6][CH:7]=[CH:8][CH:9]=[C:4]2[CH:3]=[C:2]1[C:10](OCC)=[O:11].[H-].[H-].[H-].[H-].[Li+].[Al+3], predict the reaction product. The product is: [NH:1]1[C:5]2=[N:6][CH:7]=[CH:8][CH:9]=[C:4]2[CH:3]=[C:2]1[CH:10]=[O:11].